This data is from Forward reaction prediction with 1.9M reactions from USPTO patents (1976-2016). The task is: Predict the product of the given reaction. Given the reactants [C:1]([O:5][C:6]([N:8]1[CH2:13][CH2:12][CH:11]([C:14]([OH:16])=O)[CH2:10][CH2:9]1)=[O:7])([CH3:4])([CH3:3])[CH3:2].[CH2:17]([C:19]1[C:27]2[C:22](=[CH:23][C:24]([F:28])=[CH:25][CH:26]=2)[N:21]([C:29](=[N:31]O)[NH2:30])[N:20]=1)[CH3:18].[F-].C([N+](CCCC)(CCCC)CCCC)CCC, predict the reaction product. The product is: [CH2:17]([C:19]1[C:27]2[C:22](=[CH:23][C:24]([F:28])=[CH:25][CH:26]=2)[N:21]([C:29]2[N:30]=[C:14]([CH:11]3[CH2:10][CH2:9][N:8]([C:6]([O:5][C:1]([CH3:2])([CH3:3])[CH3:4])=[O:7])[CH2:13][CH2:12]3)[O:16][N:31]=2)[N:20]=1)[CH3:18].